This data is from Full USPTO retrosynthesis dataset with 1.9M reactions from patents (1976-2016). The task is: Predict the reactants needed to synthesize the given product. (1) Given the product [CH2:11]([N:8]1[CH:9]=[C:4]([Br:3])[CH:5]=[CH:6][C:7]1=[O:10])[C:12]1[CH:17]=[CH:16][CH:15]=[CH:14][CH:13]=1, predict the reactants needed to synthesize it. The reactants are: [H-].[Na+].[Br:3][C:4]1[CH:5]=[CH:6][C:7](=[O:10])[NH:8][CH:9]=1.[CH2:11](Br)[C:12]1[CH:17]=[CH:16][CH:15]=[CH:14][CH:13]=1.O. (2) Given the product [NH2:18][C:16]1[NH:15][N:14]=[C:13]([NH:12][C:5]2[CH:6]=[C:7]([C:8]([F:11])([F:10])[F:9])[C:2]([C:58]3[CH:57]=[CH:56][C:55]([O:69][CH3:70])=[C:54]([S:51]([NH:50][CH2:49][CH2:48][OH:47])(=[O:52])=[O:53])[CH:59]=3)=[C:3]([Cl:19])[CH:4]=2)[N:17]=1, predict the reactants needed to synthesize it. The reactants are: Br[C:2]1[C:7]([C:8]([F:11])([F:10])[F:9])=[CH:6][C:5]([NH:12][C:13]2[N:17]=[C:16]([NH2:18])[NH:15][N:14]=2)=[CH:4][C:3]=1[Cl:19].CN1C(C)(C)CC(SC2C=CC(B3OC(C)(C)C(C)(C)O3)=CC=2)CC1(C)C.[OH:47][CH2:48][CH2:49][NH:50][S:51]([C:54]1[CH:59]=[C:58](B2OC(C)(C)C(C)(C)O2)[CH:57]=[CH:56][C:55]=1[O:69][CH3:70])(=[O:53])=[O:52].C([O-])([O-])=O.[K+].[K+]. (3) Given the product [NH2:13][C:14]1[C:19]([CH3:20])=[CH:18][C:17]([O:21][C:2]2[CH:3]=[CH:4][C:5]([N+:10]([O-:12])=[O:11])=[C:6]([NH:8][CH3:9])[CH:7]=2)=[CH:16][C:15]=1[CH3:22], predict the reactants needed to synthesize it. The reactants are: Cl[C:2]1[CH:3]=[CH:4][C:5]([N+:10]([O-:12])=[O:11])=[C:6]([NH:8][CH3:9])[CH:7]=1.[NH2:13][C:14]1[C:19]([CH3:20])=[CH:18][C:17]([OH:21])=[CH:16][C:15]=1[CH3:22].CC(C)([O-])C.[K+].O.